Dataset: Catalyst prediction with 721,799 reactions and 888 catalyst types from USPTO. Task: Predict which catalyst facilitates the given reaction. (1) Reactant: [F:1][C:2]([F:26])([F:25])[O:3][C:4]1[CH:9]=[CH:8][C:7]([N:10]2[CH:14]=[N:13][C:12]([C:15]3[CH:20]=[CH:19][C:18]([CH2:21][CH2:22][CH2:23][NH2:24])=[CH:17][CH:16]=3)=[N:11]2)=[CH:6][CH:5]=1.[C:27](=[O:30])(O)[O-].[Na+].ClC(Cl)(OC(=O)OC(Cl)(Cl)Cl)Cl.[N-]=C=O.[CH3:47][C:48]1[CH:49]=[C:50]([CH:52]=[C:53]([CH3:55])[CH:54]=1)[NH2:51].C(=O)([O-])[O-].[Cs+].[Cs+]. Product: [CH3:47][C:48]1[CH:49]=[C:50]([NH:51][C:27]([NH:24][CH2:23][CH2:22][CH2:21][C:18]2[CH:19]=[CH:20][C:15]([C:12]3[N:13]=[CH:14][N:10]([C:7]4[CH:6]=[CH:5][C:4]([O:3][C:2]([F:1])([F:25])[F:26])=[CH:9][CH:8]=4)[N:11]=3)=[CH:16][CH:17]=2)=[O:30])[CH:52]=[C:53]([CH3:55])[CH:54]=1. The catalyst class is: 4. (2) Reactant: [CH2:1]([N:8]1[CH2:13][CH2:12][O:11][CH:10]([CH:14]=[CH:15][C:16]2[CH:17]=[C:18]([CH:35]=[C:36](Cl)[CH:37]=2)[CH2:19][O:20][C:21]2[CH:26]=[CH:25][CH:24]=[CH:23][C:22]=2[CH2:27][C:28]([O:30][C:31]([CH3:34])([CH3:33])[CH3:32])=[O:29])[CH2:9]1)[C:2]1[CH:7]=[CH:6][CH:5]=[CH:4][CH:3]=1.[C:39]([O:43][C:44]([NH:46][C@@H:47]([C:49]1[C:50]([F:78])=[C:51](C2C=C(O)C=C(COC3C=CC=CC=3CC(OC(C)(C)C)=O)C=2)[CH:52]=[CH:53][CH:54]=1)[CH3:48])=[O:45])([CH3:42])([CH3:41])[CH3:40]. Product: [CH2:1]([N:8]1[CH2:13][CH2:12][O:11][CH:10]([CH:14]=[CH:15][C:16]2[CH:17]=[C:18]([CH2:19][O:20][C:21]3[CH:26]=[CH:25][CH:24]=[CH:23][C:22]=3[CH2:27][C:28]([O:30][C:31]([CH3:34])([CH3:33])[CH3:32])=[O:29])[CH:35]=[C:36]([C:51]3[CH:52]=[CH:53][CH:54]=[C:49]([C@H:47]([NH:46][C:44]([O:43][C:39]([CH3:42])([CH3:41])[CH3:40])=[O:45])[CH3:48])[C:50]=3[F:78])[CH:37]=2)[CH2:9]1)[C:2]1[CH:7]=[CH:6][CH:5]=[CH:4][CH:3]=1. The catalyst class is: 2. (3) Reactant: [C:9](O[C:9]([O:11][C:12]([CH3:15])([CH3:14])[CH3:13])=[O:10])([O:11][C:12]([CH3:15])([CH3:14])[CH3:13])=[O:10].[CH3:16][CH:17]([C:20]([OH:22])=[O:21])[CH2:18][NH2:19].C(=O)([O-])[O-].[K+].[K+]. Product: [C:12]([O:11][C:9]([NH:19][CH2:18][CH:17]([CH3:16])[C:20]([OH:22])=[O:21])=[O:10])([CH3:13])([CH3:14])[CH3:15]. The catalyst class is: 6. (4) Reactant: C(OC([NH:11][C@@H:12]([CH2:59][NH:60][C:61]([O:63][C:64]([CH3:67])([CH3:66])[CH3:65])=[O:62])[C:13]([NH:15][C:16]1[CH:17]=[C:18]([CH:52]=[CH:53][C:54]=1[CH2:55][N:56]([CH3:58])[CH3:57])[C:19]([NH:21][C@H:22]([B:39]1[O:47][CH:46]2[C:41]([CH3:51])([CH:42]3[CH2:48][CH:44]([CH2:45]2)[C:43]3([CH3:50])[CH3:49])[O:40]1)[CH2:23][C:24]1[C:25]([O:37][CH3:38])=[C:26]([CH:34]=[CH:35][CH:36]=1)[C:27]([O:29][C:30]([CH3:33])([CH3:32])[CH3:31])=[O:28])=[O:20])=[O:14])=O)C1C=CC=CC=1. Product: [NH2:11][C@@H:12]([CH2:59][NH:60][C:61]([O:63][C:64]([CH3:67])([CH3:66])[CH3:65])=[O:62])[C:13]([NH:15][C:16]1[CH:17]=[C:18]([CH:52]=[CH:53][C:54]=1[CH2:55][N:56]([CH3:57])[CH3:58])[C:19]([NH:21][C@H:22]([B:39]1[O:47][CH:46]2[C:41]([CH3:51])([CH:42]3[CH2:48][CH:44]([CH2:45]2)[C:43]3([CH3:50])[CH3:49])[O:40]1)[CH2:23][C:24]1[C:25]([O:37][CH3:38])=[C:26]([CH:34]=[CH:35][CH:36]=1)[C:27]([O:29][C:30]([CH3:31])([CH3:32])[CH3:33])=[O:28])=[O:20])=[O:14]. The catalyst class is: 19. (5) Reactant: [NH3:1].[Cl:2][C:3]1[CH:8]=[CH:7][C:6]([N:9]=[C:10]=[S:11])=[CH:5][C:4]=1[C:12]([F:15])([F:14])[F:13]. Product: [Cl:2][C:3]1[CH:8]=[CH:7][C:6]([NH:9][C:10]([NH2:1])=[S:11])=[CH:5][C:4]=1[C:12]([F:15])([F:13])[F:14]. The catalyst class is: 21. (6) Reactant: [O:1]1[CH2:6][CH2:5][CH:4]([NH:7][C:8]2[C:9]3[N:10]([CH:16]=[CH:17][CH:18]=3)[N:11]=[CH:12][C:13]=2[C:14]#[N:15])[CH2:3][CH2:2]1.[OH-:19].[NH4+].OO. Product: [O:1]1[CH2:6][CH2:5][CH:4]([NH:7][C:8]2[C:9]3[N:10]([CH:16]=[CH:17][CH:18]=3)[N:11]=[CH:12][C:13]=2[C:14]([NH2:15])=[O:19])[CH2:3][CH2:2]1. The catalyst class is: 8. (7) Reactant: [Cl:1][C:2]1[CH:3]=[CH:4][C:5]([O:15][CH3:16])=[C:6]([C:8]2[N:13]=[C:12]([OH:14])[CH:11]=[CH:10][N:9]=2)[CH:7]=1.[Br:17]Br. Product: [Br:17][C:11]1[C:12]([OH:14])=[N:13][C:8]([C:6]2[CH:7]=[C:2]([Cl:1])[CH:3]=[CH:4][C:5]=2[O:15][CH3:16])=[N:9][CH:10]=1. The catalyst class is: 15.